From a dataset of Full USPTO retrosynthesis dataset with 1.9M reactions from patents (1976-2016). Predict the reactants needed to synthesize the given product. (1) The reactants are: FC(F)(F)C(O)=O.[CH:8]([N:11]1[C:15]([C:16]2[N:25]=[C:24]3[N:18]([CH2:19][CH2:20][O:21][C:22]4[CH:29]=[CH:28][C:27]([CH2:30][C:31]([OH:33])=O)=[CH:26][C:23]=43)[CH:17]=2)=[N:14][CH:13]=[N:12]1)([CH3:10])[CH3:9].CN(C(ON1N=NC2C=CC=NC1=2)=[N+](C)C)C.F[P-](F)(F)(F)(F)F.CCN(CC)CC.[C:65]1([NH2:71])[CH:70]=[CH:69][CH:68]=[CH:67][CH:66]=1. Given the product [CH:8]([N:11]1[C:15]([C:16]2[N:25]=[C:24]3[C:23]4[CH:26]=[C:27]([CH2:30][C:31]([NH:71][C:65]5[CH:70]=[CH:69][CH:68]=[CH:67][CH:66]=5)=[O:33])[CH:28]=[CH:29][C:22]=4[O:21][CH2:20][CH2:19][N:18]3[CH:17]=2)=[N:14][CH:13]=[N:12]1)([CH3:10])[CH3:9], predict the reactants needed to synthesize it. (2) Given the product [CH3:26][N:24]1[CH:25]=[C:21]([C:18]2[CH:19]=[CH:20][C:15]3[N:16]([C:12]([CH2:11][C:8]4[CH:9]=[CH:10][C:5]5[N:6]([C:2]([C:31]6[CH:30]=[N:29][N:28]([CH3:27])[CH:32]=6)=[CH:3][N:4]=5)[CH:7]=4)=[CH:13][N:14]=3)[N:17]=2)[CH:22]=[N:23]1, predict the reactants needed to synthesize it. The reactants are: Br[C:2]1[N:6]2[CH:7]=[C:8]([CH2:11][C:12]3[N:16]4[N:17]=[C:18]([C:21]5[CH:22]=[N:23][N:24]([CH3:26])[CH:25]=5)[CH:19]=[CH:20][C:15]4=[N:14][CH:13]=3)[CH:9]=[CH:10][C:5]2=[N:4][CH:3]=1.[CH3:27][N:28]1[CH:32]=[C:31](B2OC(C)(C)C(C)(C)O2)[CH:30]=[N:29]1.C([O-])([O-])=O.[Na+].[Na+].CCOC(C)=O. (3) Given the product [CH2:13]([O:16][C:17]1[C:25]([C:26]([F:28])([F:29])[F:27])=[CH:24][CH:23]=[C:22]([CH2:30][O:31][C:32]2[CH:37]=[CH:36][C:35]([C:38]3[CH:39]=[CH:40][C:41]([CH2:44][C:45]([O:47][CH2:48][CH:49]=[CH2:50])=[O:46])=[CH:42][CH:43]=3)=[CH:34][CH:33]=2)[C:18]=1[C:19]([O:21][CH:52]([CH3:53])[CH3:51])=[O:20])[CH:14]=[CH2:15], predict the reactants needed to synthesize it. The reactants are: N(C(OCC)=O)=NC(OCC)=O.[CH2:13]([O:16][C:17]1[C:25]([C:26]([F:29])([F:28])[F:27])=[CH:24][CH:23]=[C:22]([CH2:30][O:31][C:32]2[CH:37]=[CH:36][C:35]([C:38]3[CH:43]=[CH:42][C:41]([CH2:44][C:45]([O:47][CH2:48][CH:49]=[CH2:50])=[O:46])=[CH:40][CH:39]=3)=[CH:34][CH:33]=2)[C:18]=1[C:19]([OH:21])=[O:20])[CH:14]=[CH2:15].[CH3:51][CH:52](O)[CH3:53].C1(P(C2C=CC=CC=2)C2C=CC=CC=2)C=CC=CC=1. (4) The reactants are: [Cl:1][C:2]1[C:3]2([CH3:14])[O:12][C:6]([CH3:13])([C:7](Cl)(Cl)[C:8]=1[Cl:9])[CH:5]=[CH:4]2.CCCCCC.C(OCC)(=[O:23])C.C(=O)([O-])O.[Na+].[N+]([O-])(O)=O. Given the product [Cl:9][C:8]1[C:7](=[O:23])[C:6]2([CH3:13])[O:12][C:3]([CH3:14])([C:2]=1[Cl:1])[CH:4]=[CH:5]2, predict the reactants needed to synthesize it. (5) Given the product [Cl:1][C:2]1[N:3]=[C:4]([NH:12][CH2:13][CH:14]2[CH2:15][N:16]([C:18](=[O:20])[CH:26]=[CH2:27])[CH2:17]2)[C:5]2[N:10]([CH3:11])[CH:9]=[CH:8][C:6]=2[N:7]=1, predict the reactants needed to synthesize it. The reactants are: [Cl:1][C:2]1[N:3]=[C:4]([NH:12][CH2:13][CH:14]2[CH2:17][N:16]([C:18]([O:20]C(C)(C)C)=O)[CH2:15]2)[C:5]2[N:10]([CH3:11])[CH:9]=[CH:8][C:6]=2[N:7]=1.F[C:26](F)(F)[C:27](O)=O.C(N(CC)C(C)C)(C)C.C(Cl)(=O)C=C.